Predict which catalyst facilitates the given reaction. From a dataset of Catalyst prediction with 721,799 reactions and 888 catalyst types from USPTO. (1) Reactant: C([NH:8][C@@:9]([CH3:37])([CH2:35][CH3:36])[C:10]([O:12][C:13]1[CH:18]=[CH:17][C:16]([CH2:19][N:20]([CH2:29][CH:30]2[CH2:33][CH2:32][CH2:31]2)[C:21]([C:23]2[NH:27][N:26]=[C:25]([Cl:28])[CH:24]=2)=[O:22])=[C:15]([F:34])[CH:14]=1)=[O:11])(OC(C)(C)C)=O.[SiH](CC)(CC)CC.C(O)(C(F)(F)F)=O. Product: [NH2:8][C@@:9]([CH3:37])([CH2:35][CH3:36])[C:10]([O:12][C:13]1[CH:18]=[CH:17][C:16]([CH2:19][N:20]([CH2:29][CH:30]2[CH2:31][CH2:32][CH2:33]2)[C:21]([C:23]2[NH:27][N:26]=[C:25]([Cl:28])[CH:24]=2)=[O:22])=[C:15]([F:34])[CH:14]=1)=[O:11]. The catalyst class is: 10. (2) Reactant: [F:1][C:2]1[CH:7]=[CH:6][C:5]([CH2:8][C:9]([OH:11])=O)=[CH:4][CH:3]=1.[ClH:12].CN(C)CCCN=C=NCC.O.ON1C2C=CC=CC=2N=N1.Cl.Cl.[NH2:37][C:38]([CH:49]1[CH2:54][CH2:53][NH:52][CH2:51][CH2:50]1)([CH2:42][CH2:43][CH2:44][CH2:45][B:46]([OH:48])[OH:47])[C:39]([OH:41])=[O:40].C(N(CC)CC)C. Product: [ClH:12].[NH2:37][C:38]([CH:49]1[CH2:50][CH2:51][N:52]([C:9](=[O:11])[CH2:8][C:5]2[CH:4]=[CH:3][C:2]([F:1])=[CH:7][CH:6]=2)[CH2:53][CH2:54]1)([CH2:42][CH2:43][CH2:44][CH2:45][B:46]([OH:48])[OH:47])[C:39]([OH:41])=[O:40]. The catalyst class is: 517.